Dataset: hERG potassium channel inhibition data for cardiac toxicity prediction from Karim et al.. Task: Regression/Classification. Given a drug SMILES string, predict its toxicity properties. Task type varies by dataset: regression for continuous values (e.g., LD50, hERG inhibition percentage) or binary classification for toxic/non-toxic outcomes (e.g., AMES mutagenicity, cardiotoxicity, hepatotoxicity). Dataset: herg_karim. (1) The compound is COc1ccc2c(Oc3ccc(CC(=O)Nc4cn(C)nc4C)c(OC)c3)ccnc2c1. The result is 0 (non-blocker). (2) The compound is CCC(O)(CC)c1cn(-c2ccc(F)cc2)c2ccc(Cl)cc12. The result is 0 (non-blocker).